From a dataset of Forward reaction prediction with 1.9M reactions from USPTO patents (1976-2016). Predict the product of the given reaction. (1) Given the reactants C([N:4]1[C:12]2[C:7](=[CH:8][C:9]([C:13]([NH:15][CH2:16][CH2:17][C:18]([O:20]C(C)(C)C)=O)=[O:14])=[CH:10][CH:11]=2)[C:6]([C:25]2[CH:30]=[CH:29][C:28]([F:31])=[CH:27][CH:26]=2)=[N:5]1)(=O)C.CO.[OH-].[NH4+:35].C([O-])(=O)C.[NH4+], predict the reaction product. The product is: [C:18]([CH2:17][CH2:16][NH:15][C:13]([C:9]1[CH:8]=[C:7]2[C:12](=[CH:11][CH:10]=1)[NH:4][N:5]=[C:6]2[C:25]1[CH:26]=[CH:27][C:28]([F:31])=[CH:29][CH:30]=1)=[O:14])(=[O:20])[NH2:35]. (2) Given the reactants C(N(CC)CC)C.[CH:8]1[CH:13]=[C:12]([N+:14]([O-:16])=[O:15])[C:11]([S:17](Cl)(=[O:19])=[O:18])=[CH:10][CH:9]=1.Cl.[NH2:22][C@H:23]([C@H:26]1[O:30][C:29](=[O:31])[C@H:28]([CH:32]([CH3:34])[CH3:33])[CH2:27]1)[CH2:24][OH:25].O1CCCC1, predict the reaction product. The product is: [OH:25][CH2:24][C@H:23]([NH:22][S:17]([C:11]1[CH:10]=[CH:9][CH:8]=[CH:13][C:12]=1[N+:14]([O-:16])=[O:15])(=[O:19])=[O:18])[C@@H:26]1[CH2:27][C@@H:28]([CH:32]([CH3:34])[CH3:33])[C:29](=[O:31])[O:30]1.